This data is from Forward reaction prediction with 1.9M reactions from USPTO patents (1976-2016). The task is: Predict the product of the given reaction. Given the reactants [CH3:1][O:2][C:3]1[C:7]2[C:8](=[O:25])[N:9]([CH2:16][C:17](=[O:24])[C:18]3[CH:23]=[CH:22][CH:21]=[CH:20][CH:19]=3)[C:10]3[CH:11]=[CH:12][CH:13]=[CH:14][C:15]=3[C:6]=2[N:5]([CH3:26])[C:4]=1[C:27]([NH:29][CH:30]1[CH2:35][CH2:34][NH:33][CH2:32][CH2:31]1)=[O:28].I[C:37]1[CH:42]=[CH:41][CH:40]=[CH:39][N:38]=1.C(=O)([O-])[O-].[K+].[K+].BrC1C=CC=CN=1.C(N(CC)CC)C, predict the reaction product. The product is: [CH3:1][O:2][C:3]1[C:7]2[C:8](=[O:25])[N:9]([CH2:16][C:17](=[O:24])[C:18]3[CH:23]=[CH:22][CH:21]=[CH:20][CH:19]=3)[C:10]3[CH:11]=[CH:12][CH:13]=[CH:14][C:15]=3[C:6]=2[N:5]([CH3:26])[C:4]=1[C:27]([NH:29][CH:30]1[CH2:31][CH2:32][N:33]([C:37]2[CH:42]=[CH:41][CH:40]=[CH:39][N:38]=2)[CH2:34][CH2:35]1)=[O:28].